Dataset: NCI-60 drug combinations with 297,098 pairs across 59 cell lines. Task: Regression. Given two drug SMILES strings and cell line genomic features, predict the synergy score measuring deviation from expected non-interaction effect. (1) Drug 1: C1=CC(=CC=C1C#N)C(C2=CC=C(C=C2)C#N)N3C=NC=N3. Drug 2: CNC(=O)C1=NC=CC(=C1)OC2=CC=C(C=C2)NC(=O)NC3=CC(=C(C=C3)Cl)C(F)(F)F. Cell line: NCIH23. Synergy scores: CSS=-4.26, Synergy_ZIP=0.382, Synergy_Bliss=-5.33, Synergy_Loewe=-4.95, Synergy_HSA=-7.08. (2) Drug 1: CS(=O)(=O)C1=CC(=C(C=C1)C(=O)NC2=CC(=C(C=C2)Cl)C3=CC=CC=N3)Cl. Drug 2: CC1=CC=C(C=C1)C2=CC(=NN2C3=CC=C(C=C3)S(=O)(=O)N)C(F)(F)F. Cell line: HCC-2998. Synergy scores: CSS=8.51, Synergy_ZIP=-0.601, Synergy_Bliss=3.38, Synergy_Loewe=-1.09, Synergy_HSA=2.04. (3) Drug 1: CC12CCC(CC1=CCC3C2CCC4(C3CC=C4C5=CN=CC=C5)C)O. Drug 2: CC=C1C(=O)NC(C(=O)OC2CC(=O)NC(C(=O)NC(CSSCCC=C2)C(=O)N1)C(C)C)C(C)C. Cell line: HCT116. Synergy scores: CSS=39.7, Synergy_ZIP=-1.33, Synergy_Bliss=-0.271, Synergy_Loewe=-30.8, Synergy_HSA=-0.0354. (4) Drug 1: C1=NC2=C(N1)C(=S)N=C(N2)N. Drug 2: B(C(CC(C)C)NC(=O)C(CC1=CC=CC=C1)NC(=O)C2=NC=CN=C2)(O)O. Cell line: HS 578T. Synergy scores: CSS=5.48, Synergy_ZIP=-0.605, Synergy_Bliss=-0.744, Synergy_Loewe=-2.20, Synergy_HSA=-1.91. (5) Drug 1: CN(C)N=NC1=C(NC=N1)C(=O)N. Synergy scores: CSS=12.3, Synergy_ZIP=-0.573, Synergy_Bliss=4.60, Synergy_Loewe=2.03, Synergy_HSA=4.29. Drug 2: CC1C(C(=O)NC(C(=O)N2CCCC2C(=O)N(CC(=O)N(C(C(=O)O1)C(C)C)C)C)C(C)C)NC(=O)C3=C4C(=C(C=C3)C)OC5=C(C(=O)C(=C(C5=N4)C(=O)NC6C(OC(=O)C(N(C(=O)CN(C(=O)C7CCCN7C(=O)C(NC6=O)C(C)C)C)C)C(C)C)C)N)C. Cell line: 786-0.